Dataset: Forward reaction prediction with 1.9M reactions from USPTO patents (1976-2016). Task: Predict the product of the given reaction. (1) Given the reactants [CH3:1][O:2][C:3]1[CH:4]=[C:5]([NH:17][C:18]2[C:27]3[C:22](=[CH:23][CH:24]=[CH:25][C:26]=3[O:28][C@H:29]([CH3:45])[C:30]([N:32]3[CH2:37][CH2:36][N:35](C(OC(C)(C)C)=O)[CH2:34][CH2:33]3)=[O:31])[N:21]=[CH:20][N:19]=2)[CH:6]=[CH:7][C:8]=1[O:9][C:10]1[CH:11]=[N:12][C:13]([CH3:16])=[CH:14][CH:15]=1.CCOCC, predict the reaction product. The product is: [CH3:1][O:2][C:3]1[CH:4]=[C:5]([NH:17][C:18]2[C:27]3[C:22](=[CH:23][CH:24]=[CH:25][C:26]=3[O:28][C@H:29]([CH3:45])[C:30](=[O:31])[N:32]3[CH2:33][CH2:34][NH:35][CH2:36][CH2:37]3)[N:21]=[CH:20][N:19]=2)[CH:6]=[CH:7][C:8]=1[O:9][C:10]1[CH:11]=[N:12][C:13]([CH3:16])=[CH:14][CH:15]=1. (2) Given the reactants [Cl:1][C:2]1[CH:7]=[CH:6][C:5]([CH2:8][OH:9])=[C:4]([O:10][CH3:11])[CH:3]=1.CN1CCOCC1, predict the reaction product. The product is: [Cl:1][C:2]1[CH:7]=[CH:6][C:5]([CH:8]=[O:9])=[C:4]([O:10][CH3:11])[CH:3]=1.